From a dataset of Full USPTO retrosynthesis dataset with 1.9M reactions from patents (1976-2016). Predict the reactants needed to synthesize the given product. (1) Given the product [CH2:31]([O:30][C:28]([C:27]1[CH:26]=[CH:25][C:24]([NH:23][C:2]2[N:10]=[C:9]3[C:5]([N:6]=[CH:7][NH:8]3)=[C:4]([NH:11][C:12]3[CH:22]=[CH:21][C:15]([C:16]([O:18][CH2:19][CH3:20])=[O:17])=[CH:14][CH:13]=3)[N:3]=2)=[CH:34][CH:33]=1)=[O:29])[CH3:32], predict the reactants needed to synthesize it. The reactants are: Cl[C:2]1[NH:3][C:4]([NH:11][C:12]2[CH:22]=[CH:21][C:15]([C:16]([O:18][CH2:19][CH3:20])=[O:17])=[CH:14][CH:13]=2)=[C:5]2[C:9]([N:10]=1)=[N:8][CH:7]=[N:6]2.[NH2:23][C:24]1[CH:34]=[CH:33][C:27]([C:28]([O:30][CH2:31][CH3:32])=[O:29])=[CH:26][CH:25]=1. (2) Given the product [CH:16]1([CH2:15][N:8]2[C:7]3[CH:6]=[CH:5][CH:4]=[C:3]([S:2][CH3:1])[C:11]=3[N:10]=[CH:9]2)[CH2:18][CH2:17]1.[CH:16]1([CH2:15][N:10]2[C:11]3[C:3]([S:2][CH3:1])=[CH:4][CH:5]=[CH:6][C:7]=3[N:8]=[CH:9]2)[CH2:18][CH2:17]1, predict the reactants needed to synthesize it. The reactants are: [CH3:1][S:2][C:3]1[C:11]2[N:10]=[CH:9][NH:8][C:7]=2[CH:6]=[CH:5][CH:4]=1.[H-].[Na+].Br[CH2:15][CH:16]1[CH2:18][CH2:17]1. (3) The reactants are: [C:1]([C:4]1[C:12]2[C:7](=[CH:8][CH:9]=[C:10]([O:13][CH2:14][C:15]3[CH:20]=[CH:19][CH:18]=[CH:17][CH:16]=3)[CH:11]=2)[N:6]([CH2:21][C:22](O)=[O:23])[N:5]=1)(=[O:3])[CH3:2].FC(F)(F)C(O)=O.[F:32][C:33]1[C:38]([O:39][C:40]([F:43])([F:42])[F:41])=[CH:37][CH:36]=[CH:35][C:34]=1[NH:44][C:45]([C@@H:47]1[CH2:52][C@@H:51]2[C@@H:49]([CH2:50]2)[NH:48]1)=[O:46].CCCP(=O)=O.CCN(C(C)C)C(C)C. Given the product [F:32][C:33]1[C:38]([O:39][C:40]([F:43])([F:41])[F:42])=[CH:37][CH:36]=[CH:35][C:34]=1[NH:44][C:45]([C@@H:47]1[CH2:52][C@@H:51]2[C@@H:49]([CH2:50]2)[N:48]1[C:22](=[O:23])[CH2:21][N:6]1[C:7]2[C:12](=[CH:11][C:10]([O:13][CH2:14][C:15]3[CH:16]=[CH:17][CH:18]=[CH:19][CH:20]=3)=[CH:9][CH:8]=2)[C:4]([C:1](=[O:3])[CH3:2])=[N:5]1)=[O:46], predict the reactants needed to synthesize it. (4) Given the product [CH:5]1([C:8]2[CH:9]=[C:10]([CH:13]=[C:14]([O:17][CH2:2][CH2:3][CH3:4])[C:15]=2[I:16])[CH:11]=[O:12])[CH2:6][CH2:7]1, predict the reactants needed to synthesize it. The reactants are: I[CH2:2][CH2:3][CH3:4].[CH:5]1([C:8]2[CH:9]=[C:10]([CH:13]=[C:14]([OH:17])[C:15]=2[I:16])[CH:11]=[O:12])[CH2:7][CH2:6]1.C(=O)([O-])[O-].[K+].[K+].CN(C=O)C. (5) Given the product [C:17]([O:1][C:2]1[C:7]([C:8]([OH:10])=[O:9])=[CH:6][C:5]2[C:11](=[O:13])[O:16][C:14](=[O:15])[C:4]=2[CH:3]=1)(=[O:19])[CH3:18], predict the reactants needed to synthesize it. The reactants are: [OH:1][C:2]1[CH:3]=[C:4]([C:14]([OH:16])=[O:15])[C:5]([C:11]([OH:13])=O)=[CH:6][C:7]=1[C:8]([OH:10])=[O:9].[C:17](OC(=O)C)(=[O:19])[CH3:18]. (6) Given the product [CH3:1][O:2][C:3]([C:5]1[S:6][C:7]([C:10]2[N:14]([C:15]3[CH:20]=[CH:19][C:18]([OH:21])=[CH:17][CH:16]=3)[C:13]3[CH:23]=[CH:24][CH:25]=[CH:26][C:12]=3[N:11]=2)=[CH:8][CH:9]=1)=[O:4], predict the reactants needed to synthesize it. The reactants are: [CH3:1][O:2][C:3]([C:5]1[S:6][C:7]([C:10]2[N:14]([C:15]3[CH:20]=[CH:19][C:18]([O:21]C)=[CH:17][CH:16]=3)[C:13]3[CH:23]=[CH:24][CH:25]=[CH:26][C:12]=3[N:11]=2)=[CH:8][CH:9]=1)=[O:4].B(Br)(Br)Br.CO.C(=O)(O)[O-].[Na+]. (7) Given the product [Cl:1][C:2]1[CH:27]=[C:26]([Cl:28])[CH:25]=[CH:24][C:3]=1[O:4][C:5]1[CH:10]=[CH:9][CH:8]=[CH:7][C:6]=1[NH:11][S:12]([C:15]1[CH:23]=[CH:22][C:18]([C:19]([N:39]2[CH2:40][CH2:41][N:36]([CH2:35][C:31]3[CH:30]=[N:29][CH:34]=[CH:33][CH:32]=3)[CH2:37][CH2:38]2)=[O:21])=[CH:17][CH:16]=1)(=[O:13])=[O:14], predict the reactants needed to synthesize it. The reactants are: [Cl:1][C:2]1[CH:27]=[C:26]([Cl:28])[CH:25]=[CH:24][C:3]=1[O:4][C:5]1[CH:10]=[CH:9][CH:8]=[CH:7][C:6]=1[NH:11][S:12]([C:15]1[CH:23]=[CH:22][C:18]([C:19]([OH:21])=O)=[CH:17][CH:16]=1)(=[O:14])=[O:13].[N:29]1[CH:34]=[CH:33][CH:32]=[C:31]([CH2:35][N:36]2[CH2:41][CH2:40][NH:39][CH2:38][CH2:37]2)[CH:30]=1.